From a dataset of Forward reaction prediction with 1.9M reactions from USPTO patents (1976-2016). Predict the product of the given reaction. (1) Given the reactants [C:1]([O:5][C:6]([C:8]1[O:9][C:10]2[CH:17]=[CH:16][CH:15]=[C:14](OS(C(F)(F)F)(=O)=O)[C:11]=2[C:12]=1[CH3:13])=[O:7])([CH3:4])([CH3:3])[CH3:2].C([O-])([O-])=O.[K+].[K+].[O:32]1[CH:36]=[CH:35][C:34](B(O)O)=[CH:33]1.COCCOC, predict the reaction product. The product is: [C:1]([O:5][C:6]([C:8]1[O:9][C:10]2[CH:17]=[CH:16][CH:15]=[C:14]([C:34]3[CH:35]=[CH:36][O:32][CH:33]=3)[C:11]=2[C:12]=1[CH3:13])=[O:7])([CH3:4])([CH3:3])[CH3:2]. (2) Given the reactants [CH2:1]([O:3][C:4](=[O:16])[CH2:5][O:6][C:7]1[CH:12]=[C:11]([Cl:13])[CH:10]=[CH:9][C:8]=1[CH2:14][OH:15])[CH3:2], predict the reaction product. The product is: [CH2:1]([O:3][C:4](=[O:16])[CH2:5][O:6][C:7]1[CH:12]=[C:11]([Cl:13])[CH:10]=[CH:9][C:8]=1[CH:14]=[O:15])[CH3:2]. (3) Given the reactants [CH3:1][O:2][N:3]=[C:4]([CH2:9][O:10][C:11]1[CH:16]=[CH:15][CH:14]=[C:13]([C:17]([F:20])([F:19])[F:18])[CH:12]=1)[CH2:5][N:6]=[N+]=[N-], predict the reaction product. The product is: [CH3:1][O:2][N:3]=[C:4]([CH2:9][O:10][C:11]1[CH:16]=[CH:15][CH:14]=[C:13]([C:17]([F:18])([F:19])[F:20])[CH:12]=1)[CH2:5][NH2:6]. (4) Given the reactants C(Cl)(=O)C(Cl)=O.CS(C)=O.[CH3:11][O:12][C:13](=[O:29])[CH2:14][O:15][CH2:16][CH2:17][CH2:18][CH2:19][N:20]1[C:25](=[O:26])[CH2:24][CH2:23][CH2:22][C@@H:21]1[CH2:27][OH:28].C(N(CC)CC)C.C([O-])(O)=O.[Na+], predict the reaction product. The product is: [CH3:11][O:12][C:13](=[O:29])[CH2:14][O:15][CH2:16][CH2:17][CH2:18][CH2:19][N:20]1[C:25](=[O:26])[CH2:24][CH2:23][CH2:22][C@@H:21]1[CH:27]=[O:28]. (5) Given the reactants [H-].[Na+].[OH:3][CH:4]1[CH2:7][N:6]([C:8]([O:10][C:11]([CH3:14])([CH3:13])[CH3:12])=[O:9])[CH2:5]1.FC(F)(F)S(O[CH2:21][C:22]([F:25])([F:24])[F:23])(=O)=O.O, predict the reaction product. The product is: [F:23][C:22]([F:25])([F:24])[CH2:21][O:3][CH:4]1[CH2:5][N:6]([C:8]([O:10][C:11]([CH3:14])([CH3:13])[CH3:12])=[O:9])[CH2:7]1. (6) Given the reactants [CH:1]([C:4]1[CH:9]=[CH:8][C:7](B(O)O)=[CH:6][CH:5]=1)([CH3:3])[CH3:2].I[C:14]1[CH:24]=[CH:23][CH:22]=[CH:21][C:15]=1[C:16]([O:18][CH2:19][CH3:20])=[O:17].C(Cl)Cl.C([O-])([O-])=O.[Na+].[Na+], predict the reaction product. The product is: [CH:1]([C:4]1[CH:9]=[CH:8][C:7]([C:14]2[C:15]([C:16]([O:18][CH2:19][CH3:20])=[O:17])=[CH:21][CH:22]=[CH:23][CH:24]=2)=[CH:6][CH:5]=1)([CH3:3])[CH3:2].